From a dataset of Reaction yield outcomes from USPTO patents with 853,638 reactions. Predict the reaction yield, written as a fraction of the theoretical maximum amount of product (1.0 means a 100% yield; for example, 0.34 means a 34% yield). (1) The reactants are [CH3:1][O:2][C:3]([C:5]1[CH:10]=[CH:9][C:8]([C:11]2[C:12]([CH3:42])([CH3:41])[C@H:13]3[C@:26]([CH3:29])([CH2:27][CH:28]=2)[C@@H:25]2[C@:16]([CH3:40])([C@@:17]4([CH3:39])[C@H:22]([CH2:23][CH2:24]2)[C@H:21]2[C@H:30]([C:33]([CH3:35])=[CH2:34])[CH2:31][CH2:32][C@:20]2([C:36](O)=[O:37])[CH2:19][CH2:18]4)[CH2:15][CH2:14]3)=[CH:7][CH:6]=1)=[O:4].C(NC(C)C)(C)C.[CH2:50]([NH2:55])[CH2:51][CH:52]([CH3:54])[CH3:53].CN(C(ON1N=NC2C=CC=NC1=2)=[N+](C)C)C.F[P-](F)(F)(F)(F)F. The catalyst is C1COCC1.CCOC(C)=O. The product is [CH2:50]([NH:55][C:36]([C@:20]12[CH2:32][CH2:31][C@@H:30]([C:33]([CH3:35])=[CH2:34])[C@@H:21]1[C@@H:22]1[C@@:17]([CH3:39])([CH2:18][CH2:19]2)[C@@:16]2([CH3:40])[C@@H:25]([C@:26]3([CH3:29])[C@@H:13]([CH2:14][CH2:15]2)[C:12]([CH3:42])([CH3:41])[C:11]([C:8]2[CH:7]=[CH:6][C:5]([C:3]([O:2][CH3:1])=[O:4])=[CH:10][CH:9]=2)=[CH:28][CH2:27]3)[CH2:24][CH2:23]1)=[O:37])[CH2:51][CH:52]([CH3:54])[CH3:53]. The yield is 0.548. (2) The reactants are Cl[C:2]1[CH:3]=[CH:4][C:5]2[N:6]([C:8]([C:11]3[CH:16]=[CH:15][CH:14]=[C:13]([Cl:17])[CH:12]=3)=[CH:9][N:10]=2)[N:7]=1.[NH:18]1[CH2:23][CH2:22][CH2:21][C@H:20]([NH2:24])[CH2:19]1.C([O-])(O)=O.[Na+]. The catalyst is CN1C(=O)CCC1. The product is [Cl:17][C:13]1[CH:12]=[C:11]([C:8]2[N:6]3[N:7]=[C:2]([N:18]4[CH2:23][CH2:22][CH2:21][C@H:20]([NH2:24])[CH2:19]4)[CH:3]=[CH:4][C:5]3=[N:10][CH:9]=2)[CH:16]=[CH:15][CH:14]=1. The yield is 0.130. (3) The reactants are [NH2:1][C:2]1[CH:10]=[CH:9][C:5]([C:6]([OH:8])=[O:7])=[CH:4][C:3]=1[OH:11].[CH:12](OC)(OC)OC. The catalyst is CO. The product is [O:11]1[C:3]2[CH:4]=[C:5]([C:6]([OH:8])=[O:7])[CH:9]=[CH:10][C:2]=2[N:1]=[CH:12]1. The yield is 0.890.